From a dataset of Forward reaction prediction with 1.9M reactions from USPTO patents (1976-2016). Predict the product of the given reaction. The product is: [Cl:34][C:31]1[CH:30]=[N:29][C:28]([N:22]2[CH2:23][CH2:24][CH:19]([CH2:18][CH2:17][CH2:16][O:15][C:12]3[CH:13]=[CH:14][C:9]([C:8]([NH:7][CH:4]([CH2:5][OH:6])[CH2:3][OH:2])=[O:26])=[C:10]([CH3:25])[N:11]=3)[CH2:20][CH2:21]2)=[N:33][CH:32]=1. Given the reactants Cl.[OH:2][CH2:3][CH:4]([NH:7][C:8](=[O:26])[C:9]1[CH:14]=[CH:13][C:12]([O:15][CH2:16][CH2:17][CH2:18][CH:19]2[CH2:24][CH2:23][NH:22][CH2:21][CH2:20]2)=[N:11][C:10]=1[CH3:25])[CH2:5][OH:6].Cl[C:28]1[N:33]=[CH:32][C:31]([Cl:34])=[CH:30][N:29]=1.C1CCN2C(=NCCC2)CC1, predict the reaction product.